From a dataset of Full USPTO retrosynthesis dataset with 1.9M reactions from patents (1976-2016). Predict the reactants needed to synthesize the given product. (1) Given the product [CH2:8]([O:12][C:13]1[N:21]=[C:20]2[C:16]([N:17]=[C:18]([O:22][CH3:23])[N:19]2[CH2:32][CH:33]2[CH2:38][CH2:37][CH2:36][CH2:35][O:34]2)=[C:15]([NH2:24])[N:14]=1)[CH2:9][CH2:10][CH3:11], predict the reactants needed to synthesize it. The reactants are: FC(F)(F)C(O)=O.[CH2:8]([O:12][C:13]1[N:21]=[C:20]2[C:16]([N:17]=[C:18]([O:22][CH3:23])[NH:19]2)=[C:15]([NH2:24])[N:14]=1)[CH2:9][CH2:10][CH3:11].C(=O)([O-])[O-].[K+].[K+].Br[CH2:32][CH:33]1[CH2:38][CH2:37][CH2:36][CH2:35][O:34]1. (2) The reactants are: [NH2:1][C:2]([NH2:4])=[S:3].[F:5][C:6]([F:17])([F:16])[C:7](=O)[CH:8](Cl)[C:9]([O:11][CH2:12][CH3:13])=[O:10]. Given the product [NH2:1][C:2]1[S:3][C:8]([C:9]([O:11][CH2:12][CH3:13])=[O:10])=[C:7]([C:6]([F:5])([F:17])[F:16])[N:4]=1, predict the reactants needed to synthesize it. (3) Given the product [CH3:1][O:2][C:3]1[CH:8]=[C:7]([C:9]2[C:17]3[C:12](=[N:13][CH:14]=[CH:15][CH:16]=3)[NH:11][CH:10]=2)[N:6]=[C:5]([NH:27][CH2:28][C:29]2[CH:30]=[C:31]([CH:44]=[CH:45][CH:46]=2)[O:32][CH2:33][CH2:34][CH2:35][NH:36][C:37](=[O:43])[O:38][C:39]([CH3:42])([CH3:41])[CH3:40])[N:4]=1, predict the reactants needed to synthesize it. The reactants are: [CH3:1][O:2][C:3]1[CH:8]=[C:7]([C:9]2[C:17]3[C:12](=[N:13][CH:14]=[CH:15][CH:16]=3)[N:11](S(C3C=CC=CC=3)(=O)=O)[CH:10]=2)[N:6]=[C:5]([NH:27][CH2:28][C:29]2[CH:30]=[C:31]([CH:44]=[CH:45][CH:46]=2)[O:32][CH2:33][CH2:34][CH2:35][NH:36][C:37](=[O:43])[O:38][C:39]([CH3:42])([CH3:41])[CH3:40])[N:4]=1. (4) Given the product [F:42][C:43]1[CH:48]=[CH:47][C:46]([N:49]2[CH2:50][CH2:51][N:52]([C:39]([CH:34]3[CH2:33][CH2:32][C:31]4[C:36](=[CH:37][CH:38]=[C:29]([CH3:28])[CH:30]=4)[NH:35]3)=[O:41])[CH2:53][CH2:54]2)=[C:45]([O:55][CH3:56])[CH:44]=1, predict the reactants needed to synthesize it. The reactants are: N1C2C(=C(N3CCN(C(C4CCC5C(=CC=CC=5)N4)=O)CC3)C=CC=2)C=C1.[CH3:28][C:29]1[CH:30]=[C:31]2[C:36](=[CH:37][CH:38]=1)[N:35]=[C:34]([C:39]([OH:41])=O)[CH:33]=[CH:32]2.[F:42][C:43]1[CH:48]=[CH:47][C:46]([N:49]2[CH2:54][CH2:53][NH:52][CH2:51][CH2:50]2)=[C:45]([O:55][CH3:56])[CH:44]=1. (5) The reactants are: Cl[C:2]1[N:7]=[C:6](Cl)[C:5]([C:9]([F:12])([F:11])[F:10])=[CH:4][N:3]=1.Cl.[CH2:14]([O:16][P:17]([CH2:22][C:23]1[CH:28]=[CH:27][C:26]([NH2:29])=[CH:25][N:24]=1)(=[O:21])[O:18][CH2:19][CH3:20])[CH3:15].CCN(C(C)C)C(C)C.[NH2:39][C:40]1[CH:41]=[CH:42][C:43]([C@H:51]2[CH2:56][CH2:55][C@H:54]([OH:57])[CH2:53][CH2:52]2)=[C:44]2[C:48]=1[C:47](=[O:49])[N:46]([CH3:50])[CH2:45]2.C(O)(C(F)(F)F)=O. Given the product [CH2:14]([O:16][P:17]([CH2:22][C:23]1[CH:28]=[CH:27][C:26]([NH:29][C:2]2[N:7]=[C:6]([NH:39][C:40]3[CH:41]=[CH:42][C:43]([C@H:51]4[CH2:52][CH2:53][C@H:54]([OH:57])[CH2:55][CH2:56]4)=[C:44]4[C:48]=3[C:47](=[O:49])[N:46]([CH3:50])[CH2:45]4)[C:5]([C:9]([F:12])([F:11])[F:10])=[CH:4][N:3]=2)=[CH:25][N:24]=1)(=[O:21])[O:18][CH2:19][CH3:20])[CH3:15].[CH2:14]([O:16][P:17]([CH2:22][C:23]1[CH:28]=[CH:27][C:26]([NH:29][C:6]2[C:5]([C:9]([F:12])([F:11])[F:10])=[CH:4][N:3]=[C:2]([NH:39][C:40]3[CH:41]=[CH:42][C:43]([C@H:51]4[CH2:52][CH2:53][C@H:54]([OH:57])[CH2:55][CH2:56]4)=[C:44]4[C:48]=3[C:47](=[O:49])[N:46]([CH3:50])[CH2:45]4)[N:7]=2)=[CH:25][N:24]=1)(=[O:21])[O:18][CH2:19][CH3:20])[CH3:15], predict the reactants needed to synthesize it. (6) Given the product [CH2:1]([S:3][CH2:18][C@@H:16]([OH:17])[CH2:15][O:14][C:13]1[CH:12]=[CH:11][C:10]([N:19]2[CH:24]=[CH:23][C:22]([C:25]3[CH:30]=[CH:29][C:28]([C:31]([F:33])([F:34])[F:32])=[CH:27][CH:26]=3)=[CH:21][C:20]2=[O:35])=[CH:9][C:8]=1[O:7][CH3:6])[CH3:2], predict the reactants needed to synthesize it. The reactants are: [CH2:1]([SH:3])[CH3:2].[OH-].[K+].[CH3:6][O:7][C:8]1[CH:9]=[C:10]([N:19]2[CH:24]=[CH:23][C:22]([C:25]3[CH:30]=[CH:29][C:28]([C:31]([F:34])([F:33])[F:32])=[CH:27][CH:26]=3)=[CH:21][C:20]2=[O:35])[CH:11]=[CH:12][C:13]=1[O:14][CH2:15][C@H:16]1[CH2:18][O:17]1. (7) Given the product [CH3:20][S:17]([C:14]1[CH:15]=[CH:16][C:11]([C:9]2[CH:8]=[C:7]([C:21]([F:24])([F:23])[F:22])[N:6]=[C:5]([NH:25][CH2:26][C:27]3[CH:32]=[CH:31][N:30]=[CH:29][CH:28]=3)[N:10]=2)=[CH:12][CH:13]=1)(=[O:19])=[O:18], predict the reactants needed to synthesize it. The reactants are: CS([C:5]1[N:10]=[C:9]([C:11]2[CH:16]=[CH:15][C:14]([S:17]([CH3:20])(=[O:19])=[O:18])=[CH:13][CH:12]=2)[CH:8]=[C:7]([C:21]([F:24])([F:23])[F:22])[N:6]=1)(=O)=O.[NH2:25][CH2:26][C:27]1[CH:32]=[CH:31][N:30]=[CH:29][CH:28]=1. (8) Given the product [N:29]1([CH:26]2[CH2:25][CH2:24][CH:23]([O:22][C:13]3[N:14]=[CH:15][N:16]=[C:17]4[C:12]=3[C:11]3[CH:10]([CH2:9][OH:8])[CH2:21][CH2:20][C:19]=3[S:18]4)[CH2:28][CH2:27]2)[CH2:30][CH2:31][O:32][CH2:33][CH2:34]1, predict the reactants needed to synthesize it. The reactants are: [Si]([O:8][CH2:9][CH:10]1[CH2:21][CH2:20][C:19]2[S:18][C:17]3[C:12](=[C:13]([O:22][CH:23]4[CH2:28][CH2:27][CH:26]([N:29]5[CH2:34][CH2:33][O:32][CH2:31][CH2:30]5)[CH2:25][CH2:24]4)[N:14]=[CH:15][N:16]=3)[C:11]1=2)(C(C)(C)C)(C)C.Cl. (9) Given the product [CH:1]([NH:14][C:15]1[N:23]=[C:22]([NH:28][C@H:29]([CH2:32][CH3:33])[CH2:30][OH:31])[N:21]=[C:20]2[C:16]=1[N:17]=[CH:18][N:19]2[CH:25]([CH3:27])[CH3:26])([C:8]1[CH:13]=[CH:12][CH:11]=[CH:10][CH:9]=1)[C:2]1[CH:7]=[CH:6][CH:5]=[CH:4][CH:3]=1, predict the reactants needed to synthesize it. The reactants are: [CH:1]([NH:14][C:15]1[N:23]=[C:22](Cl)[N:21]=[C:20]2[C:16]=1[N:17]=[CH:18][N:19]2[CH:25]([CH3:27])[CH3:26])([C:8]1[CH:13]=[CH:12][CH:11]=[CH:10][CH:9]=1)[C:2]1[CH:7]=[CH:6][CH:5]=[CH:4][CH:3]=1.[NH2:28][C@H:29]([CH2:32][CH3:33])[CH2:30][OH:31]. (10) Given the product [Cl:22][C:16]1[N:15]=[N:14][C:13]([O:12][C:8]2[C:9]([CH3:11])=[CH:10][C:5]([CH2:4][C:3]([OH:24])=[O:2])=[CH:6][C:7]=2[CH3:23])=[CH:18][C:17]=1[CH:19]([CH3:21])[CH3:20], predict the reactants needed to synthesize it. The reactants are: C[O:2][C:3](=[O:24])[CH2:4][C:5]1[CH:10]=[C:9]([CH3:11])[C:8]([O:12][C:13]2[N:14]=[N:15][C:16]([Cl:22])=[C:17]([CH:19]([CH3:21])[CH3:20])[CH:18]=2)=[C:7]([CH3:23])[CH:6]=1.[OH-].[Na+].